This data is from Catalyst prediction with 721,799 reactions and 888 catalyst types from USPTO. The task is: Predict which catalyst facilitates the given reaction. (1) Reactant: Br[CH2:2][CH2:3][C:4]1[C:9]([O:10][CH3:11])=[CH:8][C:7]([CH2:12][C@H:13]([NH:15][C:16](=[O:21])[C:17]([F:20])([F:19])[F:18])[CH3:14])=[C:6]([O:22][CH3:23])[CH:5]=1.[C:24]([O-:27])(=[S:26])[CH3:25].[K+]. Product: [CH3:11][O:10][C:9]1[CH:8]=[C:7]([CH2:12][C@H:13]([NH:15][C:16](=[O:21])[C:17]([F:20])([F:19])[F:18])[CH3:14])[C:6]([O:22][CH3:23])=[CH:5][C:4]=1[CH2:3][CH2:2][S:26][C:24](=[O:27])[CH3:25]. The catalyst class is: 3. (2) Reactant: [CH3:1][C:2]([O:5][C:6]([N:8]([CH3:23])[C@H:9]([C:19]([O:21]C)=[O:20])[CH2:10][C:11]1[CH:16]=[CH:15][C:14]([O:17][CH3:18])=[CH:13][CH:12]=1)=[O:7])([CH3:4])[CH3:3].[OH-].[Na+]. Product: [CH3:4][C:2]([O:5][C:6]([N:8]([CH3:23])[C@H:9]([C:19]([OH:21])=[O:20])[CH2:10][C:11]1[CH:12]=[CH:13][C:14]([O:17][CH3:18])=[CH:15][CH:16]=1)=[O:7])([CH3:1])[CH3:3]. The catalyst class is: 87. (3) Reactant: Cl.[NH2:2][CH:3]1[CH:7]2[O:8][CH2:9][CH:10]([OH:11])[CH:6]2[O:5][CH2:4]1.[Cl:12][C:13]1[N:18]=[C:17](Cl)[CH:16]=[CH:15][N:14]=1.CCN(CC)CC. Product: [Cl:12][C:13]1[N:18]=[C:17]([NH:2][CH:3]2[CH:7]3[O:8][CH2:9][CH:10]([OH:11])[CH:6]3[O:5][CH2:4]2)[CH:16]=[CH:15][N:14]=1. The catalyst class is: 14. (4) Reactant: Cl[C:2]1[CH:7]=[C:6]([Cl:8])[N:5]=[CH:4][N:3]=1.[NH2:9][C:10]1[CH:11]=[C:12]([NH:16][C:17](=[O:23])[O:18][C:19]([CH3:22])([CH3:21])[CH3:20])[CH:13]=[CH:14][CH:15]=1.C(N(CC)CC)C. Product: [Cl:8][C:6]1[N:5]=[CH:4][N:3]=[C:2]([NH:9][C:10]2[CH:11]=[C:12]([NH:16][C:17](=[O:23])[O:18][C:19]([CH3:21])([CH3:20])[CH3:22])[CH:13]=[CH:14][CH:15]=2)[CH:7]=1. The catalyst class is: 8. (5) Reactant: [Cl:1][C:2]1[N:11]=[CH:10][C:9]2[NH:8][C:7](=[O:12])[C@@H:6]([CH2:13][CH3:14])[N:5]([CH:15]3[CH2:19][CH2:18][CH2:17][CH2:16]3)[C:4]=2[N:3]=1.[C:20]1(C)C=CC(S(OC)(=O)=O)=CC=1.C(=O)([O-])[O-].[K+].[K+]. Product: [Cl:1][C:2]1[N:11]=[CH:10][C:9]2[N:8]([CH3:20])[C:7](=[O:12])[C@@H:6]([CH2:13][CH3:14])[N:5]([CH:15]3[CH2:19][CH2:18][CH2:17][CH2:16]3)[C:4]=2[N:3]=1. The catalyst class is: 21. (6) Reactant: [OH:1][C@@H:2]([C:24]1[CH:29]=[CH:28][CH:27]=[CH:26][CH:25]=1)[CH2:3][NH:4][C:5]1[CH:10]=[CH:9][NH:8][C:7](=[O:11])[C:6]=1[C:12]1[NH:13][C:14]2[C:20]([C:21](O)=[O:22])=[CH:19][CH:18]=[CH:17][C:15]=2[N:16]=1.[F:30][C:31]1[CH:32]=[C:33]([CH:36]=[CH:37][CH:38]=1)[CH2:34][NH2:35].CCN(C(C)C)C(C)C.CN(C(ON1N=NC2C=CC=NC1=2)=[N+](C)C)C.F[P-](F)(F)(F)(F)F. Product: [F:30][C:31]1[CH:32]=[C:33]([CH:36]=[CH:37][CH:38]=1)[CH2:34][NH:35][C:21]([C:20]1[C:14]2[NH:13][C:12]([C:6]3[C:7](=[O:11])[NH:8][CH:9]=[CH:10][C:5]=3[NH:4][CH2:3][C@@H:2]([OH:1])[C:24]3[CH:29]=[CH:28][CH:27]=[CH:26][CH:25]=3)=[N:16][C:15]=2[CH:17]=[CH:18][CH:19]=1)=[O:22]. The catalyst class is: 136.